This data is from Forward reaction prediction with 1.9M reactions from USPTO patents (1976-2016). The task is: Predict the product of the given reaction. (1) Given the reactants [OH:1][CH:2]([CH2:6][CH2:7][CH2:8][CH2:9][CH2:10][CH2:11][CH2:12][CH2:13][CH2:14][CH2:15]CCCC)[C:3]([OH:5])=O.[Cl-].[CH2:21]([O:28][C:29](=[O:38])/[CH:30]=[CH:31]/[C@@H:32]([NH3+:37])[CH2:33][CH2:34][CH2:35][CH3:36])[C:22]1[CH:27]=[CH:26][CH:25]=[CH:24][CH:23]=1.C1C=CC2N(O)N=NC=2C=1, predict the reaction product. The product is: [OH:1][CH:2]([CH2:6][CH2:7][CH2:8][CH2:9][CH2:10][CH2:11][CH2:12][CH2:13][CH2:14][CH3:15])[C:3]([NH:37][C@@H:32]([CH2:33][CH2:34][CH2:35][CH3:36])/[CH:31]=[CH:30]/[C:29]([O:28][CH2:21][C:22]1[CH:23]=[CH:24][CH:25]=[CH:26][CH:27]=1)=[O:38])=[O:5]. (2) Given the reactants [F:1][C:2]([F:11])([F:10])[C:3]1[CH:8]=[CH:7][C:6]([OH:9])=[CH:5][CH:4]=1.[Na+].[I-:13], predict the reaction product. The product is: [I:13][C:5]1[CH:4]=[C:3]([C:2]([F:10])([F:11])[F:1])[CH:8]=[CH:7][C:6]=1[OH:9]. (3) Given the reactants Cl.[NH2:2][C@@H:3]([CH2:9][CH2:10][CH2:11][CH3:12])[CH:4]([OH:8])[C:5]([OH:7])=[O:6].[C:13]([O:17][C:18](O[C:18]([O:17][C:13]([CH3:16])([CH3:15])[CH3:14])=[O:19])=[O:19])([CH3:16])([CH3:15])[CH3:14], predict the reaction product. The product is: [C:13]([O:17][C:18]([NH:2][C@@H:3]([CH2:9][CH2:10][CH2:11][CH3:12])[CH:4]([OH:8])[C:5]([OH:7])=[O:6])=[O:19])([CH3:16])([CH3:15])[CH3:14]. (4) Given the reactants [F:1][C:2]1[CH:10]=[C:9]([F:11])[CH:8]=[C:7]2[C:3]=1[CH2:4][CH2:5][NH:6]2, predict the reaction product. The product is: [F:1][C:2]1[CH:10]=[C:9]([F:11])[CH:8]=[C:7]2[C:3]=1[CH:4]=[CH:5][NH:6]2. (5) Given the reactants [Cl:1][C:2]1[N:7]=[CH:6][N:5]=[C:4]([O:8][C:9]2[CH:15]=[CH:14][C:12]([NH2:13])=[CH:11][CH:10]=2)[CH:3]=1.[C:16]([C:20]1[CH:25]=[CH:24][C:23]([N:26]=[C:27]=[O:28])=[CH:22][CH:21]=1)([CH3:19])([CH3:18])[CH3:17], predict the reaction product. The product is: [Cl:1][C:2]1[N:7]=[CH:6][N:5]=[C:4]([O:8][C:9]2[CH:15]=[CH:14][C:12]([NH:13][C:27]([NH:26][C:23]3[CH:24]=[CH:25][C:20]([C:16]([CH3:19])([CH3:18])[CH3:17])=[CH:21][CH:22]=3)=[O:28])=[CH:11][CH:10]=2)[CH:3]=1. (6) Given the reactants [CH3:1][N:2]([S:17]([C:20]1[S:21][CH:22]=[CH:23][CH:24]=1)(=[O:19])=[O:18])[C:3]1[CH:4]=[CH:5][CH:6]=[C:7]2[C:11]=1[NH:10][C:9]([C:12]([O:14]CC)=[O:13])=[CH:8]2.[OH-].[Na+].O1CCCC1, predict the reaction product. The product is: [CH3:1][N:2]([S:17]([C:20]1[S:21][CH:22]=[CH:23][CH:24]=1)(=[O:19])=[O:18])[C:3]1[CH:4]=[CH:5][CH:6]=[C:7]2[C:11]=1[NH:10][C:9]([C:12]([OH:14])=[O:13])=[CH:8]2.